Dataset: Full USPTO retrosynthesis dataset with 1.9M reactions from patents (1976-2016). Task: Predict the reactants needed to synthesize the given product. (1) Given the product [F:23][C:22]([F:24])([F:25])[CH:21]([NH:26][C:27](=[O:33])[O:28][C:29]([CH3:32])([CH3:30])[CH3:31])[C:18]1[CH:19]=[CH:20][C:15]([NH:13][C:9]2[N:8]=[C:7]([C:1]3[CH:2]=[CH:3][CH:4]=[CH:5][CH:6]=3)[CH:12]=[CH:11][N:10]=2)=[CH:16][CH:17]=1, predict the reactants needed to synthesize it. The reactants are: [C:1]1([C:7]2[CH:12]=[CH:11][N:10]=[C:9]([NH2:13])[N:8]=2)[CH:6]=[CH:5][CH:4]=[CH:3][CH:2]=1.Br[C:15]1[CH:20]=[CH:19][C:18]([CH:21]([NH:26][C:27](=[O:33])[O:28][C:29]([CH3:32])([CH3:31])[CH3:30])[C:22]([F:25])([F:24])[F:23])=[CH:17][CH:16]=1.CC1(C)C2C(=C(P(C3C=CC=CC=3)C3C=CC=CC=3)C=CC=2)OC2C(P(C3C=CC=CC=3)C3C=CC=CC=3)=CC=CC1=2.C([O-])([O-])=O.[Cs+].[Cs+]. (2) Given the product [CH3:1][N:2]1[CH:6]2[CH2:7][CH:8]([O:10][S:21]([CH3:20])(=[O:23])=[O:22])[CH2:9][CH:3]1[CH2:4][CH2:5]2, predict the reactants needed to synthesize it. The reactants are: [CH3:1][N:2]1[CH:6]2[CH2:7][CH:8]([OH:10])[CH2:9][CH:3]1[CH2:4][CH2:5]2.C(N(C(C)C)CC)(C)C.[CH3:20][S:21](Cl)(=[O:23])=[O:22].C(=O)([O-])[O-].[K+].[K+]. (3) Given the product [CH:1]1([C:2]2[N:24]=[C:5]3[N:6]=[C:7]([C:16]4[CH:17]=[CH:18][C:19]([CH:20]=[O:21])=[CH:22][CH:23]=4)[C:8]([C:10]4[CH:11]=[CH:12][CH:13]=[CH:14][CH:15]=4)=[CH:9][N:4]3[N:3]=2)[CH2:28][CH2:25][CH2:26]1, predict the reactants needed to synthesize it. The reactants are: [CH3:1][C:2]1[N:24]=[C:5]2[N:6]=[C:7]([C:16]3[CH:23]=[CH:22][C:19]([CH:20]=[O:21])=[CH:18][CH:17]=3)[C:8]([C:10]3[CH:15]=[CH:14][CH:13]=[CH:12][CH:11]=3)=[CH:9][N:4]2[N:3]=1.[CH:25]1(C2NN=C(N)N=2)[CH2:28]C[CH2:26]1. (4) Given the product [CH3:26][C:25]([NH:37][C:16]1[C:17](=[O:19])[N:18]([C:8]2[CH:13]=[CH:20][C:21]([O:23][C:2]([F:7])([F:6])[F:1])=[CH:10][CH:9]=2)[C@@H:14]([C:8]2[CH:9]=[CH:10][CH:11]=[CH:12][CH:13]=2)[CH:15]=1)([C:27]1[CH:32]=[CH:31][CH:30]=[C:29]([C:33]([F:35])([F:36])[F:34])[N:28]=1)[CH3:24], predict the reactants needed to synthesize it. The reactants are: [F:1][C:2]([F:7])([F:6])C(O)=O.[C:8]1([C@@H:14]2[NH:18][C:17](=[O:19])[CH:16]=[CH:15]2)[CH:13]=[CH:12][CH:11]=[CH:10][CH:9]=1.[CH3:20][C:21]([OH:23])=O.[CH3:24][C:25]([NH2:37])([C:27]1[CH:32]=[CH:31][CH:30]=[C:29]([C:33]([F:36])([F:35])[F:34])[N:28]=1)[CH3:26]. (5) The reactants are: [N:1]1([CH2:7][CH2:8][C:9]2[N:14]=[C:13]([CH2:15]O)[CH:12]=[CH:11][CH:10]=2)[CH2:6][CH2:5][O:4][CH2:3][CH2:2]1.C(N(C(C)C)CC)(C)C.CS([Cl:30])(=O)=O. Given the product [Cl:30][CH2:15][C:13]1[N:14]=[C:9]([CH2:8][CH2:7][N:1]2[CH2:6][CH2:5][O:4][CH2:3][CH2:2]2)[CH:10]=[CH:11][CH:12]=1, predict the reactants needed to synthesize it. (6) Given the product [Cl:20][CH2:21][CH2:22][CH2:23]/[C:24](=[CH:9]\[C:8]1[CH:11]=[CH:12][C:13]([N:14]2[CH:18]=[N:17][C:16]([CH3:19])=[N:15]2)=[C:6]([O:5][CH3:4])[CH:7]=1)/[C:25]([O:27][C:28]([CH3:31])([CH3:30])[CH3:29])=[O:26], predict the reactants needed to synthesize it. The reactants are: O.[OH-].[Li+].[CH3:4][O:5][C:6]1[CH:7]=[C:8]([CH:11]=[CH:12][C:13]=1[N:14]1[CH:18]=[N:17][C:16]([CH3:19])=[N:15]1)[CH:9]=O.[Cl:20][CH2:21][CH2:22][CH2:23][CH:24](P(OCC)(OCC)=O)[C:25]([O:27][C:28]([CH3:31])([CH3:30])[CH3:29])=[O:26].C(O)C. (7) Given the product [CH2:5]([O:4][CH:3]([O:7][CH2:8][CH3:9])[CH2:2][NH:1][CH2:11][CH2:12][F:13])[CH3:6], predict the reactants needed to synthesize it. The reactants are: [NH2:1][CH2:2][CH:3]([O:7][CH2:8][CH3:9])[O:4][CH2:5][CH3:6].Br[CH2:11][CH2:12][F:13].C(N(C(C)C)CC)(C)C.